Dataset: Full USPTO retrosynthesis dataset with 1.9M reactions from patents (1976-2016). Task: Predict the reactants needed to synthesize the given product. (1) Given the product [CH2:27]([O:29][C:30]([C:32]1[CH2:33][N:34]([CH2:46][C:47]2[CH:48]=[CH:49][CH:50]=[CH:51][CH:52]=2)[CH2:35][CH2:36][C:37]=1[C:2]1[CH:7]=[CH:6][C:5]([O:8][CH2:9][CH2:10][CH2:11][O:12][CH2:13][C:14]2[CH:19]=[CH:18][CH:17]=[CH:16][C:15]=2[O:20][CH3:21])=[CH:4][CH:3]=1)=[O:31])[CH3:28], predict the reactants needed to synthesize it. The reactants are: Br[C:2]1[CH:7]=[CH:6][C:5]([O:8][CH2:9][CH2:10][CH2:11][O:12][CH2:13][C:14]2[CH:19]=[CH:18][CH:17]=[CH:16][C:15]=2[O:20][CH3:21])=[CH:4][CH:3]=1.[Li]CCCC.[CH2:27]([O:29][C:30]([C:32]1[CH2:33][N:34]([CH2:46][C:47]2[CH:52]=[CH:51][CH:50]=[CH:49][CH:48]=2)[CH2:35][CH2:36][C:37]=1OS(C(F)(F)F)(=O)=O)=[O:31])[CH3:28]. (2) Given the product [F:1][C:2]1[C:3]([N:8]2[C:12]([CH2:13][C:14]3[N:19]=[CH:18][N:17]4[CH:26]=[N:28][C:20]([CH3:21])=[C:16]4[C:15]=3[CH2:23][CH2:24][CH3:25])=[CH:11][CH:10]=[N:9]2)=[N:4][CH:5]=[CH:6][CH:7]=1, predict the reactants needed to synthesize it. The reactants are: [F:1][C:2]1[C:3]([N:8]2[C:12]([CH2:13][C:14]3[N:19]=[CH:18][N:17]=[C:16]([C:20](=O)[CH3:21])[C:15]=3[CH2:23][CH2:24][CH3:25])=[CH:11][CH:10]=[N:9]2)=[N:4][CH:5]=[CH:6][CH:7]=1.[CH:26]([NH2:28])=O.[OH-].[Na+].O=P(Cl)(Cl)Cl.